Dataset: Reaction yield outcomes from USPTO patents with 853,638 reactions. Task: Predict the reaction yield, written as a fraction of the theoretical maximum amount of product (1.0 means a 100% yield; for example, 0.34 means a 34% yield). (1) The reactants are [CH3:1][C:2]1[O:6][C:5]([C:7]2[CH:16]=[CH:15][C:10]([C:11]([O:13][CH3:14])=[O:12])=[CH:9][CH:8]=2)=[N:4][C:3]=1[CH2:17][SH:18].CS(O[C@@H:24]1[CH2:28][CH2:27][C@H:26]([NH:29][C:30](=[O:36])[O:31][C:32]([CH3:35])([CH3:34])[CH3:33])[CH2:25]1)(=O)=O. The catalyst is CN(C)C=O. The product is [C:32]([O:31][C:30]([NH:29][C@H:26]1[CH2:27][CH2:28][C@H:24]([S:18][CH2:17][C:3]2[N:4]=[C:5]([C:7]3[CH:8]=[CH:9][C:10]([C:11]([O:13][CH3:14])=[O:12])=[CH:15][CH:16]=3)[O:6][C:2]=2[CH3:1])[CH2:25]1)=[O:36])([CH3:35])([CH3:33])[CH3:34]. The yield is 0.880. (2) The reactants are [Cl-].O[NH3+:3].[C:4](=[O:7])([O-])[OH:5].[Na+].CS(C)=O.[CH2:13]([C:17]1[N:18]=[C:19]([CH3:44])[N:20]([C:39]2[CH:43]=[CH:42][O:41][CH:40]=2)[C:21](=[O:38])[C:22]=1[CH2:23][C:24]1[CH:29]=[CH:28][C:27]([C:30]2[C:31]([C:36]#[N:37])=[CH:32][CH:33]=[CH:34][CH:35]=2)=[CH:26][CH:25]=1)[CH2:14][CH2:15][CH3:16]. The catalyst is O.C(OCC)(=O)C. The yield is 0.460. The product is [CH2:13]([C:17]1[N:18]=[C:19]([CH3:44])[N:20]([C:39]2[CH:43]=[CH:42][O:41][CH:40]=2)[C:21](=[O:38])[C:22]=1[CH2:23][C:24]1[CH:25]=[CH:26][C:27]([C:30]2[CH:35]=[CH:34][CH:33]=[CH:32][C:31]=2[C:36]2[NH:3][C:4](=[O:7])[O:5][N:37]=2)=[CH:28][CH:29]=1)[CH2:14][CH2:15][CH3:16].